This data is from Catalyst prediction with 721,799 reactions and 888 catalyst types from USPTO. The task is: Predict which catalyst facilitates the given reaction. (1) The catalyst class is: 86. Product: [N+:15]([C:9]1[CH:10]=[C:5]([O:4][CH2:3][CH2:2][Cl:1])[CH:6]=[CH:7][C:8]=1[CH2:11][C:12]([NH2:14])=[O:13])([O-:17])=[O:16]. Reactant: [Cl:1][CH2:2][CH2:3][O:4][C:5]1[CH:10]=[CH:9][C:8]([CH2:11][C:12]([NH2:14])=[O:13])=[CH:7][CH:6]=1.[N+:15]([O-])([OH:17])=[O:16]. (2) Reactant: [CH3:1][O:2][C:3]1[CH:4]=[CH:5][C:6]2[NH:12][C:11](=[O:13])[N:10]([CH:14]3[CH2:19][CH2:18][NH:17][CH2:16][CH2:15]3)[CH2:9][CH2:8][C:7]=2[CH:20]=1.F[C:22]1[CH:23]=[C:24]([CH:27]=[C:28]([C:30]([C:32]2[CH:41]=[C:40]([CH3:42])[C:35]3[NH:36][C:37](=[O:39])[O:38][C:34]=3[CH:33]=2)=[O:31])[CH:29]=1)[C:25]#[N:26]. Product: [CH3:1][O:2][C:3]1[CH:4]=[CH:5][C:6]2[NH:12][C:11](=[O:13])[N:10]([CH:14]3[CH2:19][CH2:18][N:17]([C:22]4[CH:23]=[C:24]([CH:27]=[C:28]([C:30]([C:32]5[CH:41]=[C:40]([CH3:42])[C:35]6[NH:36][C:37](=[O:39])[O:38][C:34]=6[CH:33]=5)=[O:31])[CH:29]=4)[C:25]#[N:26])[CH2:16][CH2:15]3)[CH2:9][CH2:8][C:7]=2[CH:20]=1. The catalyst class is: 3. (3) Reactant: [S:1]1[C:5]2[CH:6]=[CH:7][C:8]([C:10]3[CH2:14][CH2:13][C@:12]([C:19]4[CH:24]=[CH:23][CH:22]=[C:21]([F:25])[C:20]=4[CH3:26])([C:15]([O:17]C)=[O:16])[CH:11]=3)=[CH:9][C:4]=2[N:3]=[CH:2]1.[OH-].[Na+]. Product: [S:1]1[C:5]2[CH:6]=[CH:7][C:8]([C:10]3[CH2:14][CH2:13][C@:12]([C:19]4[CH:24]=[CH:23][CH:22]=[C:21]([F:25])[C:20]=4[CH3:26])([C:15]([OH:17])=[O:16])[CH:11]=3)=[CH:9][C:4]=2[N:3]=[CH:2]1. The catalyst class is: 5. (4) Reactant: [NH2:1][C@@H:2]([CH:37]([C:45]1[CH:50]=[CH:49][CH:48]=[C:47]([F:51])[CH:46]=1)[C:38]1[CH:43]=[CH:42][CH:41]=[C:40]([F:44])[CH:39]=1)[C:3]([NH:5][C:6]1[CH:35]=[CH:34][CH:33]=[C:32]([F:36])[C:7]=1[CH2:8][CH2:9][C@@H:10]1[N:15]([S:16]([C:19]2[CH:24]=[CH:23][CH:22]=[CH:21][CH:20]=2)(=[O:18])=[O:17])[CH2:14][CH2:13][N:12]([C:25]([O:27][C:28]([CH3:31])([CH3:30])[CH3:29])=[O:26])[CH2:11]1)=[O:4].C(N(C(C)C)CC)(C)C.[CH3:61][O:62][C:63](Cl)=[O:64].O. Product: [F:51][C:47]1[CH:46]=[C:45]([CH:37]([C:38]2[CH:43]=[CH:42][CH:41]=[C:40]([F:44])[CH:39]=2)[C@H:2]([NH:1][C:63]([O:62][CH3:61])=[O:64])[C:3]([NH:5][C:6]2[CH:35]=[CH:34][CH:33]=[C:32]([F:36])[C:7]=2[CH2:8][CH2:9][C@@H:10]2[N:15]([S:16]([C:19]3[CH:24]=[CH:23][CH:22]=[CH:21][CH:20]=3)(=[O:18])=[O:17])[CH2:14][CH2:13][N:12]([C:25]([O:27][C:28]([CH3:30])([CH3:29])[CH3:31])=[O:26])[CH2:11]2)=[O:4])[CH:50]=[CH:49][CH:48]=1. The catalyst class is: 4. (5) Reactant: C(OC([N:8]1[CH2:14][CH2:13][CH2:12][N:11]([C:15]2[N:19]([CH2:20][C:21]([F:24])([F:23])[F:22])[C:18]3[CH:25]=[CH:26][CH:27]=[CH:28][C:17]=3[N:16]=2)[CH2:10][CH2:9]1)=O)(C)(C)C.[IH:29]. Product: [IH:29].[IH:29].[N:11]1([C:15]2[N:19]([CH2:20][C:21]([F:24])([F:22])[F:23])[C:18]3[CH:25]=[CH:26][CH:27]=[CH:28][C:17]=3[N:16]=2)[CH2:12][CH2:13][CH2:14][NH:8][CH2:9][CH2:10]1. The catalyst class is: 5.